This data is from Forward reaction prediction with 1.9M reactions from USPTO patents (1976-2016). The task is: Predict the product of the given reaction. (1) The product is: [CH3:18][N:17]1[C:38]([C:33]2[CH:34]=[CH:35][CH:36]=[C:37]3[C:32]=2[CH:31]=[CH:30][N:29]3[CH3:28])=[N:40][N:41]=[C:15]1[C:14]1[CH:19]=[CH:20][C:11]([OH:10])=[CH:12][CH:13]=1. Given the reactants FC(F)(F)S(OC)(=O)=O.[OH:10][C:11]1[CH:20]=[CH:19][C:14]([C:15]([NH:17][CH3:18])=O)=[CH:13][CH:12]=1.C(N(CC)CC)C.[CH3:28][N:29]1[C:37]2[CH:36]=[CH:35][CH:34]=[C:33]([C:38]([NH:40][NH2:41])=O)[C:32]=2[CH:31]=[CH:30]1, predict the reaction product. (2) Given the reactants [BH4-].[Na+].[F:3][C:4]1[CH:5]=[C:6]([CH:9]=[CH:10][C:11]=1[O:12][CH2:13][O:14][CH3:15])[CH:7]=O.[Cl-].[NH4+:17].[CH3:18]O.C1COCC1, predict the reaction product. The product is: [F:3][C:4]1[CH:5]=[C:6]([CH2:7][C:18]#[N:17])[CH:9]=[CH:10][C:11]=1[O:12][CH2:13][O:14][CH3:15]. (3) Given the reactants [C:1]([NH:9][C:10]([NH2:12])=[S:11])(=[O:8])[C:2]1[CH:7]=[CH:6][CH:5]=[CH:4][CH:3]=1.[CH3:13][I:14], predict the reaction product. The product is: [IH:14].[C:1]([NH:9][C:10](=[NH:12])[S:11][CH3:13])(=[O:8])[C:2]1[CH:7]=[CH:6][CH:5]=[CH:4][CH:3]=1. (4) Given the reactants CC1C=CC(S(OCC2CC3C=CC=C(CC4C=CC=CC=4)C=3O2)(=O)=O)=CC=1.[N-]=[N+]=[N-].[Na+].[CH2:33]([C:40]1[C:48]2[O:47][CH:46]([CH2:49][N:50]=[N+]=[N-])[CH2:45][C:44]=2[CH:43]=[CH:42][CH:41]=1)[C:34]1[CH:39]=[CH:38][CH:37]=[CH:36][CH:35]=1.[N-]=[N+]=[N-], predict the reaction product. The product is: [CH2:33]([C:40]1[C:48]2[O:47][CH:46]([CH2:49][NH2:50])[CH2:45][C:44]=2[CH:43]=[CH:42][CH:41]=1)[C:34]1[CH:35]=[CH:36][CH:37]=[CH:38][CH:39]=1.